Dataset: Catalyst prediction with 721,799 reactions and 888 catalyst types from USPTO. Task: Predict which catalyst facilitates the given reaction. (1) Reactant: [Br:1][C:2]1[CH:3]=[C:4]([C:30]([CH3:37])([CH3:36])[C:31]([O:33]CC)=[O:32])[CH:5]=[C:6]2[C:10]=1[N:9]([CH2:11][C:12]([NH:14][C:15]([CH3:18])([CH3:17])[CH3:16])=[O:13])[C:8]([C:19]1[CH:24]=[CH:23][C:22]([O:25][C:26]([F:29])([F:28])[F:27])=[CH:21][CH:20]=1)=[CH:7]2.[OH-].[K+]. Product: [Br:1][C:2]1[CH:3]=[C:4]([C:30]([CH3:37])([CH3:36])[C:31]([OH:33])=[O:32])[CH:5]=[C:6]2[C:10]=1[N:9]([CH2:11][C:12]([NH:14][C:15]([CH3:18])([CH3:17])[CH3:16])=[O:13])[C:8]([C:19]1[CH:24]=[CH:23][C:22]([O:25][C:26]([F:28])([F:29])[F:27])=[CH:21][CH:20]=1)=[CH:7]2. The catalyst class is: 5. (2) Reactant: C(N(/[CH:6]=[C:7]1/[C:8](=O)[C:9]2[CH:21]=[CH:20][CH:19]=[N:18][C:10]=2[NH:11][C:12]2[CH:17]=[CH:16][CH:15]=[CH:14][C:13]/1=2)CC)C.[Cl-].[Cl:24][C:25]1[CH:26]=[C:27]([CH:33]=[CH:34][CH:35]=1)[CH2:28][NH:29][C:30]([NH2:32])=[NH2+:31].[O-]CC.[Na+]. Product: [Cl:24][C:25]1[CH:26]=[C:27]([CH:33]=[CH:34][CH:35]=1)[CH2:28][NH:29][C:30]1[N:32]=[CH:6][C:7]2[C:13]3[CH:14]=[CH:15][CH:16]=[CH:17][C:12]=3[NH:11][C:10]3[N:18]=[CH:19][CH:20]=[CH:21][C:9]=3[C:8]=2[N:31]=1. The catalyst class is: 412. (3) Reactant: Cl.[S:2]1[CH:6]=[CH:5][CH:4]=[C:3]1[S:7][CH:8]1[CH2:11][NH:10][CH2:9]1.CCN=C=NCCCN(C)C.C1C=CC2N(O)N=NC=2C=1.C(N(C(C)C)CC)(C)C.Cl.[O:43]=[C:44]1[NH:53][C:52]2[N:51]=[CH:50][C:49](/[CH:54]=[CH:55]/[C:56](O)=[O:57])=[CH:48][C:47]=2[CH2:46][CH2:45]1. Product: [O:57]=[C:56]([N:10]1[CH2:11][CH:8]([S:7][C:3]2[S:2][CH:6]=[CH:5][CH:4]=2)[CH2:9]1)/[CH:55]=[CH:54]/[C:49]1[CH:48]=[C:47]2[C:52](=[N:51][CH:50]=1)[NH:53][C:44](=[O:43])[CH2:45][CH2:46]2. The catalyst class is: 255. (4) Reactant: C([O:3][CH:4](OCC)[C:5]1[CH:10]=[CH:9][C:8]([CH:11]2[NH:23][C:21]3[C:22]4[C:13](=[N:14][NH:15][C:16](=[O:24])[C:17]=4[CH:18]=[CH:19][CH:20]=3)[CH:12]2[C:25]2[CH:35]=[CH:34][C:28]([C:29]([N:31]([CH3:33])[CH3:32])=[O:30])=[CH:27][CH:26]=2)=[CH:7][CH:6]=1)C.FC(F)(F)C(O)=O. Product: [CH:4]([C:5]1[CH:6]=[CH:7][C:8]([CH:11]2[NH:23][C:21]3[C:22]4[C:13](=[N:14][NH:15][C:16](=[O:24])[C:17]=4[CH:18]=[CH:19][CH:20]=3)[CH:12]2[C:25]2[CH:26]=[CH:27][C:28]([C:29]([N:31]([CH3:33])[CH3:32])=[O:30])=[CH:34][CH:35]=2)=[CH:9][CH:10]=1)=[O:3]. The catalyst class is: 10. (5) Reactant: [CH:1]([C:4]1[C:5]([C:15]2[O:19][N:18]=[C:17]([C:20]3[CH:37]=[CH:36][C:23]([CH2:24][N:25]4[CH2:28][CH:27]([C:29]([O:31]C(C)(C)C)=[O:30])[CH2:26]4)=[CH:22][CH:21]=3)[N:16]=2)=[N:6][O:7][C:8]=1[C:9]1[CH:14]=[CH:13][CH:12]=[CH:11][N:10]=1)([CH3:3])[CH3:2].[F:38][C:39]([F:44])([F:43])[C:40]([OH:42])=[O:41]. Product: [CH:1]([C:4]1[C:5]([C:15]2[O:19][N:18]=[C:17]([C:20]3[CH:37]=[CH:36][C:23]([CH2:24][N:25]4[CH2:28][CH:27]([C:29]([O-:31])=[O:30])[CH2:26]4)=[CH:22][CH:21]=3)[N:16]=2)=[N:6][O:7][C:8]=1[C:9]1[CH:14]=[CH:13][CH:12]=[CH:11][N:10]=1)([CH3:3])[CH3:2].[F:38][C:39]([F:44])([F:43])[C:40]([OH:42])=[O:41]. The catalyst class is: 4. (6) Reactant: C1(P(C2C=CC=CC=2)C2C=CC=CC=2)C=CC=CC=1.[CH3:20][C:21]1[CH:26]=[C:25]([CH2:27][CH2:28]O)[CH:24]=[CH:23][N:22]=1.[C:30]1(=[O:40])[NH:34][C:33](=[O:35])[C:32]2=[CH:36][CH:37]=[CH:38][CH:39]=[C:31]12. Product: [CH3:20][C:21]1[CH:26]=[C:25]([CH2:27][CH2:28][N:34]2[C:30](=[O:40])[C:31]3[C:32](=[CH:36][CH:37]=[CH:38][CH:39]=3)[C:33]2=[O:35])[CH:24]=[CH:23][N:22]=1. The catalyst class is: 1. (7) Reactant: C[O:2][C:3](=[O:19])[C:4]([C:6]1[S:10][C:9]([NH:11][C:12]([O:14][C:15]([CH3:18])([CH3:17])[CH3:16])=[O:13])=[N:8][CH:7]=1)=[O:5].[Na]. The catalyst class is: 8. Product: [C:15]([O:14][C:12]([NH:11][C:9]1[S:10][C:6]([C:4](=[O:5])[C:3]([OH:19])=[O:2])=[CH:7][N:8]=1)=[O:13])([CH3:18])([CH3:16])[CH3:17]. (8) Reactant: Cl.[Br:2][C:3]1[N:7]([CH2:8]Cl)[N:6]=[C:5]([C:10]([CH3:13])([CH3:12])[CH3:11])[N:4]=1.[F:14][C:15]([F:24])([F:23])[CH2:16][CH2:17][CH:18]([C:21]#[N:22])[C:19]#[N:20].C(=O)([O-])[O-].[K+].[K+].O. Product: [Br:2][C:3]1[N:7]([CH2:8][C:18]([CH2:17][CH2:16][C:15]([F:14])([F:23])[F:24])([C:19]#[N:20])[C:21]#[N:22])[N:6]=[C:5]([C:10]([CH3:13])([CH3:12])[CH3:11])[N:4]=1. The catalyst class is: 9. (9) Reactant: C([O:4][CH2:5][C:6]([CH3:54])([CH3:53])[CH2:7][N:8]1[C:14]2[CH:15]=[CH:16][C:17]([Cl:19])=[CH:18][C:13]=2[C@@H:12]([C:20]2[CH:25]=[CH:24][CH:23]=[C:22]([O:26][CH3:27])[C:21]=2[O:28][CH3:29])[O:11][C@H:10]([CH2:30][C:31]([NH:33][C:34]2[CH:35]=[CH:36][C:37]3[O:41][C:40]([C:42]([O:44]CC)=[O:43])=[C:39]([O:47][CH2:48][CH2:49][CH3:50])[C:38]=3[CH:51]=2)=[O:32])[C:9]1=[O:52])(=O)C.[OH-].[Na+].Cl. Product: [Cl:19][C:17]1[CH:16]=[CH:15][C:14]2[N:8]([CH2:7][C:6]([CH3:54])([CH3:53])[CH2:5][OH:4])[C:9](=[O:52])[C@@H:10]([CH2:30][C:31]([NH:33][C:34]3[CH:35]=[CH:36][C:37]4[O:41][C:40]([C:42]([OH:44])=[O:43])=[C:39]([O:47][CH2:48][CH2:49][CH3:50])[C:38]=4[CH:51]=3)=[O:32])[O:11][C@H:12]([C:20]3[CH:25]=[CH:24][CH:23]=[C:22]([O:26][CH3:27])[C:21]=3[O:28][CH3:29])[C:13]=2[CH:18]=1. The catalyst class is: 214.